This data is from Catalyst prediction with 721,799 reactions and 888 catalyst types from USPTO. The task is: Predict which catalyst facilitates the given reaction. Reactant: Br[CH2:2][C:3]1[N:8]([CH2:9][CH2:10][CH3:11])[C:7](=[O:12])[N:6]([CH2:13][C:14]2[CH:19]=[CH:18][C:17]([O:20][CH3:21])=[CH:16][CH:15]=2)[C:5](=[O:22])[C:4]=1[N+:23]([O-:25])=[O:24].[CH:26]1([NH2:31])[CH2:30][CH2:29][CH2:28][CH2:27]1. Product: [CH:26]1([NH:31][CH2:2][C:3]2[N:8]([CH2:9][CH2:10][CH3:11])[C:7](=[O:12])[N:6]([CH2:13][C:14]3[CH:19]=[CH:18][C:17]([O:20][CH3:21])=[CH:16][CH:15]=3)[C:5](=[O:22])[C:4]=2[N+:23]([O-:25])=[O:24])[CH2:30][CH2:29][CH2:28][CH2:27]1. The catalyst class is: 13.